Dataset: Full USPTO retrosynthesis dataset with 1.9M reactions from patents (1976-2016). Task: Predict the reactants needed to synthesize the given product. (1) The reactants are: C([O:3][C:4](=[O:33])[CH2:5][N:6]1[C:14]2[C:9](=[CH:10][C:11]([O:15][CH2:16][C:17]3[N:18]=[C:19]([C:23]4[CH:28]=[CH:27][C:26]([C:29]([F:32])([F:31])[F:30])=[CH:25][CH:24]=4)[O:20][C:21]=3[CH3:22])=[CH:12][CH:13]=2)[CH:8]=[CH:7]1)C.[OH-].[Na+].Cl. Given the product [CH3:22][C:21]1[O:20][C:19]([C:23]2[CH:28]=[CH:27][C:26]([C:29]([F:31])([F:30])[F:32])=[CH:25][CH:24]=2)=[N:18][C:17]=1[CH2:16][O:15][C:11]1[CH:10]=[C:9]2[C:14](=[CH:13][CH:12]=1)[N:6]([CH2:5][C:4]([OH:33])=[O:3])[CH:7]=[CH:8]2, predict the reactants needed to synthesize it. (2) Given the product [Br:14][CH2:13][C:10]1[CH:11]=[CH:12][C:7]([C:4]2[N:5]=[N:6][N:2]([CH3:1])[N:3]=2)=[CH:8][CH:9]=1, predict the reactants needed to synthesize it. The reactants are: [CH3:1][N:2]1[N:6]=[N:5][C:4]([C:7]2[CH:12]=[CH:11][C:10]([CH3:13])=[CH:9][CH:8]=2)=[N:3]1.[Br:14]N1C(=O)CCC1=O.